Dataset: Full USPTO retrosynthesis dataset with 1.9M reactions from patents (1976-2016). Task: Predict the reactants needed to synthesize the given product. (1) Given the product [NH2:12][CH2:11][CH2:10][N:9]([CH2:8][C:7]1[CH:35]=[CH:36][CH:37]=[CH:38][C:6]=1[OH:5])[CH2:20][CH2:21][CH2:22][N:23]1[CH2:28][CH2:27][CH:26]([C:29]2[CH:30]=[CH:31][CH:32]=[CH:33][CH:34]=2)[CH2:25][CH2:24]1, predict the reactants needed to synthesize it. The reactants are: C([O:5][C:6]1[CH:38]=[CH:37][CH:36]=[CH:35][C:7]=1[CH2:8][N:9]([CH2:20][CH2:21][CH2:22][N:23]1[CH2:28][CH2:27][CH:26]([C:29]2[CH:34]=[CH:33][CH:32]=[CH:31][CH:30]=2)[CH2:25][CH2:24]1)[CH2:10][CH2:11][NH:12]C(=O)OC(C)(C)C)(C)(C)C. (2) Given the product [F:1][C:2]1[C:3]2[N:11]([CH2:12][CH2:13][OH:14])[CH:15]=[N:8][C:4]=2[CH:5]=[CH:6][CH:7]=1, predict the reactants needed to synthesize it. The reactants are: [F:1][C:2]1[CH:7]=[CH:6][CH:5]=[C:4]([N+:8]([O-])=O)[C:3]=1[NH:11][CH2:12][CH2:13][OH:14].[CH:15](O)=O. (3) Given the product [OH:1][C:2]1([CH2:14][N:15]2[C:20](=[O:21])[C:19]3[CH:22]=[N:23][N:24]([C:25]4[CH:30]=[CH:29][CH:28]=[C:27]([OH:31])[CH:26]=4)[C:18]=3[N:17]=[CH:16]2)[CH2:3][CH2:4][N:5]([C:8]([C:10]2([CH3:13])[CH2:11][CH2:12]2)=[O:9])[CH2:6][CH2:7]1, predict the reactants needed to synthesize it. The reactants are: [OH:1][C:2]1([CH2:14][N:15]2[C:20](=[O:21])[C:19]3[CH:22]=[N:23][N:24]([C:25]4[CH:30]=[CH:29][CH:28]=[C:27]([O:31]C)[CH:26]=4)[C:18]=3[N:17]=[CH:16]2)[CH2:7][CH2:6][N:5]([C:8]([C:10]2([CH3:13])[CH2:12][CH2:11]2)=[O:9])[CH2:4][CH2:3]1.B(Br)(Br)Br.